Dataset: Catalyst prediction with 721,799 reactions and 888 catalyst types from USPTO. Task: Predict which catalyst facilitates the given reaction. (1) Reactant: [NH2:1][C:2]1[N:6]([C:7]2[CH:8]=[C:9]([CH:16]=[CH:17][C:18]=2[CH3:19])[C:10]([NH:12][CH:13]2[CH2:15][CH2:14]2)=[O:11])[N:5]=[CH:4][C:3]=1[C:20](=[O:29])[C:21]1[CH:26]=[CH:25][CH:24]=[C:23]([CH:27]=[O:28])[CH:22]=1.[BH4-].[Na+].[OH-].[Na+]. Product: [NH2:1][C:2]1[N:6]([C:7]2[CH:8]=[C:9]([CH:16]=[CH:17][C:18]=2[CH3:19])[C:10]([NH:12][CH:13]2[CH2:15][CH2:14]2)=[O:11])[N:5]=[CH:4][C:3]=1[C:20](=[O:29])[C:21]1[CH:26]=[CH:25][CH:24]=[C:23]([CH2:27][OH:28])[CH:22]=1. The catalyst class is: 5. (2) The catalyst class is: 37. Product: [CH2:24]([C:21]1[CH:22]=[N:23][C:18]([N:15]2[CH2:16][CH2:17][CH:12]([N:9]3[CH2:10][CH2:11][C@H:7]([O:6][C:5]4[C:4]([F:30])=[CH:3][C:2]([C:31]#[N:32])=[C:28]([CH3:29])[CH:27]=4)[C:8]3=[O:26])[CH2:13][CH2:14]2)=[N:19][CH:20]=1)[CH3:25]. Reactant: Br[C:2]1[C:28]([CH3:29])=[CH:27][C:5]([O:6][C@H:7]2[CH2:11][CH2:10][N:9]([CH:12]3[CH2:17][CH2:16][N:15]([C:18]4[N:23]=[CH:22][C:21]([CH2:24][CH3:25])=[CH:20][N:19]=4)[CH2:14][CH2:13]3)[C:8]2=[O:26])=[C:4]([F:30])[CH:3]=1.[C:31]([Cu])#[N:32]. (3) Reactant: [Cl:1][C:2]1[CH:7]=[CH:6][C:5]([OH:8])=[CH:4][CH:3]=1.C(=O)([O-])[O-].[Cs+].[Cs+].CN(C)CC(O)=O.I[C:23]1[CH:24]=[C:25]([CH:29]([N:31]([O:43][CH3:44])[C:32]([C:34]2[C:35]([CH:40]([F:42])[F:41])=[N:36][N:37]([CH3:39])[CH:38]=2)=[O:33])[CH3:30])[CH:26]=[CH:27][CH:28]=1. Product: [Cl:1][C:2]1[CH:7]=[CH:6][C:5]([O:8][C:23]2[CH:24]=[C:25]([CH:29]([N:31]([O:43][CH3:44])[C:32]([C:34]3[C:35]([CH:40]([F:41])[F:42])=[N:36][N:37]([CH3:39])[CH:38]=3)=[O:33])[CH3:30])[CH:26]=[CH:27][CH:28]=2)=[CH:4][CH:3]=1. The catalyst class is: 18. (4) Reactant: [Cl:1][C:2]1[C:3]([CH3:35])=[N:4][O:5][C:6]=1[N:7](COCCOC)[S:8]([C:11]1[C:19]2[C:14](=[N:15][CH:16]=[CH:17][CH:18]=2)[S:13][C:12]=1[CH2:20][C:21]1[CH:26]=[CH:25][C:24]([CH3:27])=[CH:23][C:22]=1[CH3:28])(=[O:10])=[O:9].Cl. The catalyst class is: 5. Product: [Cl:1][C:2]1[C:3]([CH3:35])=[N:4][O:5][C:6]=1[NH:7][S:8]([C:11]1[C:19]2[C:14](=[N:15][CH:16]=[CH:17][CH:18]=2)[S:13][C:12]=1[CH2:20][C:21]1[CH:26]=[CH:25][C:24]([CH3:27])=[CH:23][C:22]=1[CH3:28])(=[O:9])=[O:10]. (5) Reactant: [Br:1][C:2]1[CH:3]=[CH:4][C:5]2[N:6]([C:8]([C:11]([C:14]3[N:15]=[N:16][C:17](Cl)=[CH:18][CH:19]=3)([F:13])[F:12])=[N:9][N:10]=2)[CH:7]=1.[CH3:21][O:22][C:23]1[CH:28]=[C:27]([O:29][CH3:30])[CH:26]=[CH:25][C:24]=1[CH2:31][NH2:32].C([O-])(O)=O.[Na+]. Product: [Br:1][C:2]1[CH:3]=[CH:4][C:5]2[N:6]([C:8]([C:11]([F:13])([F:12])[C:14]3[N:15]=[N:16][C:17]([NH:32][CH2:31][C:24]4[CH:25]=[CH:26][C:27]([O:29][CH3:30])=[CH:28][C:23]=4[O:22][CH3:21])=[CH:18][CH:19]=3)=[N:9][N:10]=2)[CH:7]=1. The catalyst class is: 41. (6) Reactant: [CH2:1](C1C2C(=CC=CC=2)NC=1)[C:2]1[C:10]2[C:5](=[CH:6][CH:7]=[CH:8][CH:9]=2)[NH:4][CH:3]=1.S(=O)(=O)(O)O. Product: [CH:9]1[CH:8]=[CH:7][CH:6]=[C:5]2[N:4]=[C:3]3[CH:1]=[C:2]4[C:3](=[N:4][C:5]5[C:10]4=[CH:9][CH:8]=[CH:7][CH:6]=5)[CH:1]=[C:2]3[C:10]=12. The catalyst class is: 5. (7) Reactant: [C:1]([O:5][C:6]([N:8]1[CH2:13][CH2:12][CH:11]([OH:14])[CH2:10][CH2:9]1)=[O:7])([CH3:4])([CH3:3])[CH3:2].CCN(CC)CC.[CH3:22][S:23](Cl)(=[O:25])=[O:24]. Product: [CH3:22][S:23]([O:14][CH:11]1[CH2:12][CH2:13][N:8]([C:6]([O:5][C:1]([CH3:4])([CH3:2])[CH3:3])=[O:7])[CH2:9][CH2:10]1)(=[O:25])=[O:24]. The catalyst class is: 2. (8) Reactant: [N:1]1([CH2:6][CH2:7][CH2:8][C:9]2[CH:10]=[C:11]([NH:15][C:16]3[N:21]=[CH:20][C:19]([NH2:22])=[CH:18][N:17]=3)[CH:12]=[CH:13][CH:14]=2)[CH2:5][CH2:4][CH2:3][CH2:2]1.[Cl:23][C:24]1[CH:32]=[CH:31][CH:30]=[C:29]([Cl:33])[C:25]=1[C:26](Cl)=[O:27]. Product: [Cl:23][C:24]1[CH:32]=[CH:31][CH:30]=[C:29]([Cl:33])[C:25]=1[C:26]([NH:22][C:19]1[CH:20]=[N:21][C:16]([NH:15][C:11]2[CH:12]=[CH:13][CH:14]=[C:9]([CH2:8][CH2:7][CH2:6][N:1]3[CH2:5][CH2:4][CH2:3][CH2:2]3)[CH:10]=2)=[N:17][CH:18]=1)=[O:27]. The catalyst class is: 1. (9) Reactant: [NH2:1][CH2:2][C:3]([C:8]1[CH:13]=[CH:12][CH:11]=[CH:10][CH:9]=1)([OH:7])[CH2:4][CH2:5][CH3:6].[F:14][C:15]1[C:16]([C:34](O)=[O:35])=[N:17][CH:18]=[CH:19][C:20]=1[S:21][C:22]1[S:26][C:25]([NH:27][C:28]2[CH:33]=[CH:32][CH:31]=[CH:30][N:29]=2)=[N:24][CH:23]=1.CCN=C=NCCCN(C)C.C1C=CC2N(O)N=NC=2C=1.C(N(C(C)C)CC)(C)C. Product: [F:14][C:15]1[C:16]([C:34]([NH:1][CH2:2][C:3]([OH:7])([C:8]2[CH:13]=[CH:12][CH:11]=[CH:10][CH:9]=2)[CH2:4][CH2:5][CH3:6])=[O:35])=[N:17][CH:18]=[CH:19][C:20]=1[S:21][C:22]1[S:26][C:25]([NH:27][C:28]2[CH:33]=[CH:32][CH:31]=[CH:30][N:29]=2)=[N:24][CH:23]=1. The catalyst class is: 37. (10) Reactant: [C:1]1(=[O:13])[C:11]2=[C:12]3[C:7](=[CH:8][CH:9]=[CH:10]2)[CH:6]=[CH:5][CH:4]=[C:3]3[CH2:2]1.[BH4-].[Na+].O. Product: [CH:1]1([OH:13])[C:11]2=[C:12]3[C:7](=[CH:8][CH:9]=[CH:10]2)[CH:6]=[CH:5][CH:4]=[C:3]3[CH2:2]1. The catalyst class is: 5.